From a dataset of Full USPTO retrosynthesis dataset with 1.9M reactions from patents (1976-2016). Predict the reactants needed to synthesize the given product. (1) The reactants are: [C:1]1(/[CH:7]=[CH:8]/B(O)O)[CH:6]=[CH:5][CH:4]=[CH:3][CH:2]=1.[CH3:12][O:13][C:14](=[O:32])[C:15]1[C:20](Br)=[CH:19][C:18]([F:22])=[C:17]([F:23])[C:16]=1[NH:24][C:25]1[CH:30]=[CH:29][CH:28]=[CH:27][C:26]=1[Cl:31]. Given the product [CH3:12][O:13][C:14](=[O:32])[C:15]1[C:20]([CH:8]=[CH:7][C:1]2[CH:6]=[CH:5][CH:4]=[CH:3][CH:2]=2)=[CH:19][C:18]([F:22])=[C:17]([F:23])[C:16]=1[NH:24][C:25]1[CH:30]=[CH:29][CH:28]=[CH:27][C:26]=1[Cl:31], predict the reactants needed to synthesize it. (2) Given the product [C:1]([O:4][C@H:5]1[C@H:11]([O:12][C:13](=[O:15])[CH3:14])[C@@H:10]([O:16][C:17](=[O:19])[CH3:18])[C@:9]2([C:21]3[CH:26]=[CH:25][C:24]([Cl:27])=[C:23]([CH2:28][C:43]4[CH:48]=[CH:47][C:46]([C:49](=[O:51])[CH3:50])=[CH:45][CH:44]=4)[CH:22]=3)[O:20][C@@:6]1([CH2:30][O:31][C:32](=[O:34])[CH3:33])[CH2:7][O:8]2)(=[O:3])[CH3:2], predict the reactants needed to synthesize it. The reactants are: [C:1]([O:4][C@H:5]1[C@H:11]([O:12][C:13](=[O:15])[CH3:14])[C@@H:10]([O:16][C:17](=[O:19])[CH3:18])[C@:9]2([C:21]3[CH:26]=[CH:25][C:24]([Cl:27])=[C:23]([CH2:28]Br)[CH:22]=3)[O:20][C@@:6]1([CH2:30][O:31][C:32](=[O:34])[CH3:33])[CH2:7][O:8]2)(=[O:3])[CH3:2].CC1(C)C(C)(C)OB([C:43]2[CH:48]=[CH:47][C:46]([C:49](=[O:51])[CH3:50])=[CH:45][CH:44]=2)O1.[F-].[Cs+].